From a dataset of Catalyst prediction with 721,799 reactions and 888 catalyst types from USPTO. Predict which catalyst facilitates the given reaction. (1) Reactant: [C:1]([NH:4][C:5]([CH2:16][C:17]([C:19]1[CH:24]=[CH:23][C:22]([O:25][C:26]2[CH:31]=[CH:30][C:29]([C:32](=[O:35])[CH2:33]Cl)=[CH:28][CH:27]=2)=[CH:21][CH:20]=1)=[O:18])([C:11]([O:13][CH2:14][CH3:15])=[O:12])[C:6]([O:8][CH2:9][CH3:10])=[O:7])(=[O:3])[CH3:2].[C:36]([OH:41])(=[O:40])[CH:37]([CH3:39])[CH3:38].CCN(CC)CC. Product: [C:1]([NH:4][C:5]([CH2:16][C:17]([C:19]1[CH:24]=[CH:23][C:22]([O:25][C:26]2[CH:31]=[CH:30][C:29]([C:32](=[O:35])[CH2:33][O:41][C:36](=[O:40])[CH:37]([CH3:39])[CH3:38])=[CH:28][CH:27]=2)=[CH:21][CH:20]=1)=[O:18])([C:11]([O:13][CH2:14][CH3:15])=[O:12])[C:6]([O:8][CH2:9][CH3:10])=[O:7])(=[O:3])[CH3:2]. The catalyst class is: 23. (2) The catalyst class is: 9. Reactant: [CH2:1]([O:8][C:9]1[C:32]([Cl:33])=[CH:31][C:12]([C:13]([NH:15][C:16]2[CH:21]=[C:20]([S:22]([N:25]3[CH2:29][CH2:28][CH2:27][CH2:26]3)(=[O:24])=[O:23])[CH:19]=[CH:18][C:17]=2[OH:30])=[O:14])=[CH:11][C:10]=1[Cl:34])[C:2]1[CH:7]=[CH:6][CH:5]=[CH:4][CH:3]=1.C(=O)([O-])[O-].[K+].[K+].Br[CH2:42][CH2:43]Br.O. Product: [CH2:1]([O:8][C:9]1[C:10]([Cl:34])=[CH:11][C:12]([C:13]([N:15]2[C:16]3[CH:21]=[C:20]([S:22]([N:25]4[CH2:29][CH2:28][CH2:27][CH2:26]4)(=[O:24])=[O:23])[CH:19]=[CH:18][C:17]=3[O:30][CH2:43][CH2:42]2)=[O:14])=[CH:31][C:32]=1[Cl:33])[C:2]1[CH:7]=[CH:6][CH:5]=[CH:4][CH:3]=1. (3) Reactant: [C:1]([O:5][C:6](=[O:25])[NH:7][C:8]1[CH:9]=[N:10][CH:11]=[CH:12][C:13]=1[C:14]1[CH:19]=[CH:18][CH:17]=[CH:16][C:15]=1[O:20][C:21]([F:24])([F:23])[F:22])([CH3:4])([CH3:3])[CH3:2].[H-].[Na+].Br[CH2:29][C:30]#[N:31]. Product: [C:1]([O:5][C:6](=[O:25])[N:7]([CH2:29][C:30]#[N:31])[C:8]1[CH:9]=[N:10][CH:11]=[CH:12][C:13]=1[C:14]1[CH:19]=[CH:18][CH:17]=[CH:16][C:15]=1[O:20][C:21]([F:22])([F:23])[F:24])([CH3:4])([CH3:2])[CH3:3]. The catalyst class is: 3.